From a dataset of Reaction yield outcomes from USPTO patents with 853,638 reactions. Predict the reaction yield, written as a fraction of the theoretical maximum amount of product (1.0 means a 100% yield; for example, 0.34 means a 34% yield). (1) The reactants are [Cl:1][C:2]1[CH:3]=[C:4]([C:8]#[C:9][C@@:10]2([O:27]CC3C=CC(OC)=CC=3)[CH2:15][CH2:14][CH2:13][C@@H:12]([NH:16][C:17]3[CH:18]=[C:19]4[C:24](=[CH:25][CH:26]=3)[N:23]=[CH:22][CH:21]=[N:20]4)[CH2:11]2)[CH:5]=[CH:6][CH:7]=1.ClC1C=C(C#C[C@@]2(OCC3C=CC(OC)=CC=3)CCC[C@@H](N)C2)C=CC=1.BrC1C=C2C(=CC=1)N=CC=N2.CC([O-])(C)C.[Na+].C1C=CC(P(C2C(C3C(P(C4C=CC=CC=4)C4C=CC=CC=4)=CC=C4C=3C=CC=C4)=C3C(C=CC=C3)=CC=2)C2C=CC=CC=2)=CC=1.C([O-])([O-])=O.[Na+].[Na+]. The catalyst is C1(C)C=CC=CC=1.C1C=CC(/C=C/C(/C=C/C2C=CC=CC=2)=O)=CC=1.C1C=CC(/C=C/C(/C=C/C2C=CC=CC=2)=O)=CC=1.C1C=CC(/C=C/C(/C=C/C2C=CC=CC=2)=O)=CC=1.[Pd].[Pd].CCOC(C)=O.C(Cl)(Cl)Cl. The product is [Cl:1][C:2]1[CH:3]=[C:4]([C:8]#[C:9][C@@:10]2([OH:27])[CH2:15][CH2:14][CH2:13][C@@H:12]([NH:16][C:17]3[CH:18]=[C:19]4[C:24](=[CH:25][CH:26]=3)[N:23]=[CH:22][CH:21]=[N:20]4)[CH2:11]2)[CH:5]=[CH:6][CH:7]=1. The yield is 0.830. (2) The reactants are [Cl:1][C:2]1[CH:17]=[C:16]([F:18])[CH:15]=[CH:14][C:3]=1[O:4][C:5]1[CH:12]=[CH:11][CH:10]=[C:9]([CH3:13])[C:6]=1[CH:7]=[O:8].P([O-])(O)(O)=[O:20].[Na+].CC(=CC)C.Cl([O-])=O.[Na+].Cl.S([O-])([O-])=O.[Na+].[Na+]. The product is [Cl:1][C:2]1[CH:17]=[C:16]([F:18])[CH:15]=[CH:14][C:3]=1[O:4][C:5]1[CH:12]=[CH:11][CH:10]=[C:9]([CH3:13])[C:6]=1[C:7]([OH:20])=[O:8]. The catalyst is CC(O)(C)C.O.C(#N)C.C(OCC)(=O)C. The yield is 0.950. (3) The reactants are [CH3:1][C:2]([C:6]1[NH:7][C:8]2[C:13]([CH:14]=1)=[CH:12][C:11]([N+:15]([O-:17])=[O:16])=[CH:10][CH:9]=2)([CH3:5])[CH2:3][NH2:4].CCN(CC)CC.[C:25](O[C:25]([O:27][C:28]([CH3:31])([CH3:30])[CH3:29])=[O:26])([O:27][C:28]([CH3:31])([CH3:30])[CH3:29])=[O:26].O. The catalyst is C1COCC1. The product is [CH3:5][C:2]([C:6]1[NH:7][C:8]2[C:13]([CH:14]=1)=[CH:12][C:11]([N+:15]([O-:17])=[O:16])=[CH:10][CH:9]=2)([CH3:1])[CH2:3][NH:4][C:25](=[O:26])[O:27][C:28]([CH3:31])([CH3:30])[CH3:29]. The yield is 0.670.